Dataset: Forward reaction prediction with 1.9M reactions from USPTO patents (1976-2016). Task: Predict the product of the given reaction. (1) Given the reactants [CH3:1][N:2]1[CH2:8][CH2:7][CH2:6][N:5]([C:9]2[CH:14]=[CH:13][C:12]([N:15]3[C:20](=[O:21])[C:19]4[S:22][C:23]([C:25]([CH:27]5[CH2:32][CH2:31][O:30][CH2:29][CH2:28]5)=[O:26])=[CH:24][C:18]=4[N:17]=[CH:16]3)=[CH:11][CH:10]=2)[CH2:4][CH2:3]1.[BH4-].[Na+], predict the reaction product. The product is: [OH:26][CH:25]([CH:27]1[CH2:32][CH2:31][O:30][CH2:29][CH2:28]1)[C:23]1[S:22][C:19]2[C:20](=[O:21])[N:15]([C:12]3[CH:11]=[CH:10][C:9]([N:5]4[CH2:6][CH2:7][CH2:8][N:2]([CH3:1])[CH2:3][CH2:4]4)=[CH:14][CH:13]=3)[CH:16]=[N:17][C:18]=2[CH:24]=1. (2) The product is: [C:1]([O:5][C:6]([NH:8][C:9]1[N:14]=[C:13]([CH2:15][CH2:16][N:17]([C:25]2[CH:30]=[CH:29][C:28]([NH:31][C:32]([C:34]3[C:35]([N:43]([CH3:44])[CH3:42])=[N:36][C:37]([CH3:40])=[CH:38][CH:39]=3)=[O:33])=[CH:27][CH:26]=2)[C:18](=[O:24])[O:19][C:20]([CH3:23])([CH3:22])[CH3:21])[CH:12]=[CH:11][CH:10]=1)=[O:7])([CH3:4])([CH3:3])[CH3:2]. Given the reactants [C:1]([O:5][C:6]([NH:8][C:9]1[N:14]=[C:13]([CH2:15][CH2:16][N:17]([C:25]2[CH:30]=[CH:29][C:28]([NH:31][C:32]([C:34]3[C:35](Cl)=[N:36][C:37]([CH3:40])=[CH:38][CH:39]=3)=[O:33])=[CH:27][CH:26]=2)[C:18](=[O:24])[O:19][C:20]([CH3:23])([CH3:22])[CH3:21])[CH:12]=[CH:11][CH:10]=1)=[O:7])([CH3:4])([CH3:3])[CH3:2].[CH3:42][NH:43][CH3:44], predict the reaction product. (3) Given the reactants C1(C(C2C=CC=CC=2)[N:8]2[CH2:11][CH:10]([O:12][C:13]3[CH:18]=[CH:17][C:16]([F:19])=[CH:15][CH:14]=3)[CH2:9]2)C=CC=CC=1.[Cl:26]C(OC(Cl)=O)C, predict the reaction product. The product is: [ClH:26].[F:19][C:16]1[CH:17]=[CH:18][C:13]([O:12][CH:10]2[CH2:9][NH:8][CH2:11]2)=[CH:14][CH:15]=1. (4) The product is: [C:6]([C:8]1[CH:9]=[C:10]([CH:16]=[CH:17][C:18]=1[CH2:1][CH:2]([CH3:4])[CH3:3])[C:11]([O:13][CH2:14][CH3:15])=[O:12])#[N:7]. Given the reactants [CH2:1](Br)[CH:2]([CH3:4])[CH3:3].[C:6]([C:8]1[CH:9]=[C:10]([CH:16]=[CH:17][C:18]=1O)[C:11]([O:13][CH2:14][CH3:15])=[O:12])#[N:7].C(=O)([O-])[O-].[K+].[K+], predict the reaction product. (5) Given the reactants [OH:1][CH2:2][CH:3]([NH:12]C(=O)C)[CH2:4][N:5]1[CH2:10][CH2:9][N:8]([CH3:11])[CH2:7][CH2:6]1.[ClH:16], predict the reaction product. The product is: [ClH:16].[NH2:12][CH:3]([CH2:4][N:5]1[CH2:6][CH2:7][N:8]([CH3:11])[CH2:9][CH2:10]1)[CH2:2][OH:1]. (6) Given the reactants [CH2:1]([O:8][C:9]1[CH:18]=[C:17]2[C:12]([C:13]([Cl:19])=[N:14][CH:15]=[N:16]2)=[CH:11][CH:10]=1)[C:2]1[CH:7]=[CH:6][CH:5]=[CH:4][CH:3]=1.[NH2:20][C:21]1[CH:22]=[N:23][N:24]([CH2:26][C:27]([NH:29][C:30]2[CH:35]=[CH:34][CH:33]=[C:32]([F:36])[CH:31]=2)=[O:28])[CH:25]=1, predict the reaction product. The product is: [ClH:19].[CH2:1]([O:8][C:9]1[CH:18]=[C:17]2[C:12]([C:13]([NH:20][C:21]3[CH:22]=[N:23][N:24]([CH2:26][C:27]([NH:29][C:30]4[CH:35]=[CH:34][CH:33]=[C:32]([F:36])[CH:31]=4)=[O:28])[CH:25]=3)=[N:14][CH:15]=[N:16]2)=[CH:11][CH:10]=1)[C:2]1[CH:7]=[CH:6][CH:5]=[CH:4][CH:3]=1. (7) Given the reactants [C:1]([NH:8][C@H:9]([C:15]([OH:17])=[O:16])[CH2:10][CH2:11][CH2:12]CN)([O:3][C:4]([CH3:7])([CH3:6])[CH3:5])=[O:2].[C:18](Cl)(=[O:21])[CH:19]=[CH2:20].Cl.C(#[N:26])C, predict the reaction product. The product is: [C:18]([NH:26][CH2:12][CH2:11][CH2:10][CH:9]([NH:8][C:1]([O:3][C:4]([CH3:5])([CH3:6])[CH3:7])=[O:2])[C:15]([OH:17])=[O:16])(=[O:21])[CH:19]=[CH2:20].